The task is: Predict which catalyst facilitates the given reaction.. This data is from Catalyst prediction with 721,799 reactions and 888 catalyst types from USPTO. (1) Reactant: [Cl:1][C:2]1[CH:25]=[C:24]([Cl:26])[CH:23]=[CH:22][C:3]=1[CH:4]([O:12][CH:13]1[CH2:18][CH2:17][N:16]([C:19](Cl)=[O:20])[CH2:15][CH2:14]1)[C:5]1[CH:10]=[CH:9][C:8]([Cl:11])=[CH:7][CH:6]=1.[NH:27]1[CH2:32][CH2:31][CH2:30][CH2:29][CH2:28]1. Product: [N:27]1([C:19]([N:16]2[CH2:17][CH2:18][CH:13]([O:12][CH:4]([C:5]3[CH:6]=[CH:7][C:8]([Cl:11])=[CH:9][CH:10]=3)[C:3]3[CH:22]=[CH:23][C:24]([Cl:26])=[CH:25][C:2]=3[Cl:1])[CH2:14][CH2:15]2)=[O:20])[CH2:32][CH2:31][CH2:30][CH2:29][CH2:28]1. The catalyst class is: 4. (2) Reactant: [N:1]([C:4]1[CH:9]=[CH:8][C:7]([F:10])=[CH:6][C:5]=1Br)=[N+:2]=[N-:3].[O:12]1[CH2:17][CH2:16][CH2:15][CH2:14][CH:13]1[N:18]1[C:22](B2OC(C)(C)C(C)(C)O2)=[CH:21][CH:20]=[N:19]1.C([O-])([O-])=O.[Na+].[Na+].COCCOC. Product: [N:1]([C:4]1[CH:9]=[CH:8][C:7]([F:10])=[CH:6][C:5]=1[C:22]1[N:18]([CH:13]2[CH2:14][CH2:15][CH2:16][CH2:17][O:12]2)[N:19]=[CH:20][CH:21]=1)=[N+:2]=[N-:3]. The catalyst class is: 103.